Dataset: Forward reaction prediction with 1.9M reactions from USPTO patents (1976-2016). Task: Predict the product of the given reaction. (1) Given the reactants [F:1][C:2]([F:38])([F:37])[C:3]1[CH:4]=[C:5]([CH:30]=[C:31]([C:33]([F:36])([F:35])[F:34])[CH:32]=1)[CH2:6][N:7]([CH3:29])[C:8](=[O:28])[C:9]1[C:14]([C:15]2[CH:20]=[CH:19][CH:18]=[CH:17][C:16]=2[CH3:21])=[CH:13][C:12]([N:22]2[CH2:27][CH2:26][NH:25][CH2:24][CH2:23]2)=[N:11][CH:10]=1.Br[CH2:40][CH2:41][OH:42].C(=O)([O-])[O-].[K+].[K+].[OH-].[Na+], predict the reaction product. The product is: [F:38][C:2]([F:37])([F:1])[C:3]1[CH:4]=[C:5]([CH:30]=[C:31]([C:33]([F:35])([F:36])[F:34])[CH:32]=1)[CH2:6][N:7]([CH3:29])[C:8](=[O:28])[C:9]1[C:14]([C:15]2[CH:20]=[CH:19][CH:18]=[CH:17][C:16]=2[CH3:21])=[CH:13][C:12]([N:22]2[CH2:23][CH2:24][N:25]([CH2:40][CH2:41][OH:42])[CH2:26][CH2:27]2)=[N:11][CH:10]=1. (2) Given the reactants Cl[C:2]1[CH:7]=[C:6]([CH2:8][CH2:9][CH3:10])[N:5]=[C:4]([NH:11][C:12]2[CH:17]=[CH:16][C:15]([F:18])=[CH:14][CH:13]=2)[N:3]=1.[OH:19][C@H:20]1[CH2:24][NH:23][C@H:22]([C:25]([OH:27])=[O:26])[CH2:21]1.C(N(C(C)C)CC)(C)C, predict the reaction product. The product is: [F:18][C:15]1[CH:16]=[CH:17][C:12]([NH:11][C:4]2[N:3]=[C:2]([N:23]3[CH2:24][C@H:20]([OH:19])[CH2:21][C@H:22]3[C:25]([OH:27])=[O:26])[CH:7]=[C:6]([CH2:8][CH2:9][CH3:10])[N:5]=2)=[CH:13][CH:14]=1. (3) Given the reactants [NH2:1][C:2]1[S:6][CH:5]=[N:4][C:3]=1[C:7]([O:9][CH2:10][CH3:11])=[O:8].[Cl:12][C:13]1[CH:18]=[CH:17][C:16]([N:19]=[C:20]=[S:21])=[CH:15][CH:14]=1, predict the reaction product. The product is: [C:7]([O:9][CH2:10][CH3:11])(=[O:8])[CH3:3].[CH3:13][CH2:18][CH2:17][CH:16]([CH3:15])[CH3:2].[Cl:12][C:13]1[CH:18]=[CH:17][C:16]([NH:19][C:20]([NH:1][C:2]2[S:6][CH:5]=[N:4][C:3]=2[C:7]([O:9][CH2:10][CH3:11])=[O:8])=[S:21])=[CH:15][CH:14]=1. (4) Given the reactants CS[C:3]1[NH:12][C:11](=[O:13])[C:10]2[CH2:9][CH2:8][CH2:7][CH2:6][C:5]=2[N:4]=1.[F:14][C:15]1[CH:20]=[CH:19][C:18]([N:21]2[CH2:26][CH2:25][NH:24][CH2:23][CH2:22]2)=[CH:17][CH:16]=1, predict the reaction product. The product is: [F:14][C:15]1[CH:16]=[CH:17][C:18]([N:21]2[CH2:26][CH2:25][N:24]([C:3]3[NH:12][C:11](=[O:13])[C:10]4[CH2:9][CH2:8][CH2:7][CH2:6][C:5]=4[N:4]=3)[CH2:23][CH2:22]2)=[CH:19][CH:20]=1.